Task: Predict the reactants needed to synthesize the given product.. Dataset: Full USPTO retrosynthesis dataset with 1.9M reactions from patents (1976-2016) (1) Given the product [F:1][C:2]([C:5]1[CH:6]=[C:7]([CH2:13][N:14]2[C:19](=[O:20])[C:18]([O:21][C:22]3[C:23]([F:30])=[C:24]([CH:27]=[CH:28][CH:29]=3)[C:25]#[N:26])=[C:17]([C:31]([F:32])([F:33])[F:34])[N:16]=[CH:15]2)[C:8](=[O:11])[NH:9][N:10]=1)([F:4])[CH3:3], predict the reactants needed to synthesize it. The reactants are: [F:1][C:2]([C:5]1[CH:6]=[C:7]([CH2:13][N:14]2[C:19](=[O:20])[C:18]([O:21][C:22]3[C:23]([F:30])=[C:24]([CH:27]=[CH:28][CH:29]=3)[C:25]#[N:26])=[C:17]([C:31]([F:34])([F:33])[F:32])[N:16]=[CH:15]2)[CH:8]([O:11]C)[NH:9][N:10]=1)([F:4])[CH3:3].C[Si](Cl)(C)C. (2) Given the product [Cl:12][C:7]1[CH:6]=[CH:5][C:4]2[C:9](=[CH:10][CH:11]=[C:2]([B:16]3[O:17][C:18]([CH3:20])([CH3:19])[C:14]([CH3:30])([CH3:13])[O:15]3)[CH:3]=2)[N:8]=1, predict the reactants needed to synthesize it. The reactants are: Br[C:2]1[CH:3]=[C:4]2[C:9](=[CH:10][CH:11]=1)[N:8]=[C:7]([Cl:12])[CH:6]=[CH:5]2.[CH3:13][C:14]1([CH3:30])[C:18]([CH3:20])([CH3:19])[O:17][B:16]([B:16]2[O:17][C:18]([CH3:20])([CH3:19])[C:14]([CH3:30])([CH3:13])[O:15]2)[O:15]1.C([O-])(=O)C.[K+].O1CCOCC1. (3) Given the product [CH:5]12[B:9]([CH2:10][CH:11]3[CH2:16][CH2:15][N:14]([C:17]([O:19][C:20]([CH3:21])([CH3:23])[CH3:22])=[O:18])[CH2:13][CH2:12]3)[CH:1]([CH2:8][CH2:7][CH2:6]1)[CH2:2][CH2:3][CH2:4]2, predict the reactants needed to synthesize it. The reactants are: [CH:1]12[BH:9][CH:5]([CH2:6][CH2:7][CH2:8]1)[CH2:4][CH2:3][CH2:2]2.[CH2:10]=[C:11]1[CH2:16][CH2:15][N:14]([C:17]([O:19][C:20]([CH3:23])([CH3:22])[CH3:21])=[O:18])[CH2:13][CH2:12]1. (4) Given the product [O:34]=[C:33]([C:35]1[CH:40]=[CH:39][CH:38]=[CH:37][CH:36]=1)[CH2:32][N:13]1[CH2:14][CH2:15][N:10]2[C:9](=[O:16])[O:8][C:7]([C:1]3[CH:6]=[CH:5][CH:4]=[CH:3][CH:2]=3)([C:17]3[CH:18]=[CH:19][CH:20]=[CH:21][CH:22]=3)[CH:11]2[CH2:12]1, predict the reactants needed to synthesize it. The reactants are: [C:1]1([C:7]2([C:17]3[CH:22]=[CH:21][CH:20]=[CH:19][CH:18]=3)[CH:11]3[CH2:12][NH:13][CH2:14][CH2:15][N:10]3[C:9](=[O:16])[O:8]2)[CH:6]=[CH:5][CH:4]=[CH:3][CH:2]=1.C(N(C(C)C)CC)(C)C.[CH2:32](Br)[C:33]([C:35]1[CH:40]=[CH:39][CH:38]=[CH:37][CH:36]=1)=[O:34].O.